This data is from Full USPTO retrosynthesis dataset with 1.9M reactions from patents (1976-2016). The task is: Predict the reactants needed to synthesize the given product. (1) The reactants are: [C:1]([OH:5])(=[O:4])[CH2:2][OH:3].C([O-])([O-])=O.[Cs+].[Cs+].Br[CH2:13][C:14]([C:16]1[CH:21]=[CH:20][C:19]([CH2:22][CH2:23][CH2:24][CH2:25][CH2:26][CH2:27][CH2:28][CH2:29][CH2:30][CH2:31][CH2:32][CH3:33])=[CH:18][CH:17]=1)=[O:15]. Given the product [OH:3][CH2:2][C:1]([O:5][CH2:13][C:14]([C:16]1[CH:21]=[CH:20][C:19]([CH2:22][CH2:23][CH2:24][CH2:25][CH2:26][CH2:27][CH2:28][CH2:29][CH2:30][CH2:31][CH2:32][CH3:33])=[CH:18][CH:17]=1)=[O:15])=[O:4], predict the reactants needed to synthesize it. (2) Given the product [CH:1]1([NH:4][C:5](=[O:6])[NH:7][C:8]2[CH:13]=[CH:12][C:11]([C:14]3[N:15]=[C:16]([N:24]4[CH2:29][CH2:28][O:27][CH2:26][C@@H:25]4[CH3:30])[C:17]4[CH2:23][CH2:22][N:21]([C:36]([NH:35][CH:32]([CH3:34])[CH3:33])=[O:37])[CH2:20][C:18]=4[N:19]=3)=[C:10]([F:31])[CH:9]=2)[CH2:2][CH2:3]1, predict the reactants needed to synthesize it. The reactants are: [CH:1]1([NH:4][C:5]([NH:7][C:8]2[CH:13]=[CH:12][C:11]([C:14]3[N:15]=[C:16]([N:24]4[CH2:29][CH2:28][O:27][CH2:26][C@@H:25]4[CH3:30])[C:17]4[CH2:23][CH2:22][NH:21][CH2:20][C:18]=4[N:19]=3)=[C:10]([F:31])[CH:9]=2)=[O:6])[CH2:3][CH2:2]1.[CH:32]([N:35]=[C:36]=[O:37])([CH3:34])[CH3:33]. (3) Given the product [CH:32]([NH:31][C:29]([C@H:26]1[CH2:25][CH2:24][C@@H:23]([NH:22][C:2]2[CH:7]=[C:6]([O:8][CH2:9][C:10]3[CH:15]=[CH:14][C:13]([O:16][CH3:17])=[CH:12][CH:11]=3)[CH:5]=[CH:4][C:3]=2[N+:18]([O-:20])=[O:19])[CH2:28][CH2:27]1)=[O:30])([CH3:34])[CH3:33], predict the reactants needed to synthesize it. The reactants are: F[C:2]1[CH:7]=[C:6]([O:8][CH2:9][C:10]2[CH:15]=[CH:14][C:13]([O:16][CH3:17])=[CH:12][CH:11]=2)[CH:5]=[CH:4][C:3]=1[N+:18]([O-:20])=[O:19].Cl.[NH2:22][C@@H:23]1[CH2:28][CH2:27][C@H:26]([C:29]([NH:31][CH:32]([CH3:34])[CH3:33])=[O:30])[CH2:25][CH2:24]1.CCN(C(C)C)C(C)C. (4) The reactants are: O=C[C@@H]([C@H]([C@@H]([C@@H](CO)O)O)O)O.[F:13][C:14]1[CH:19]=[CH:18][CH:17]=[CH:16][C:15]=1[C:20](=[O:22])[CH3:21].[OH-].[Na+]. Given the product [F:13][C:14]1[CH:19]=[CH:18][CH:17]=[CH:16][C:15]=1[CH:20]([OH:22])[CH3:21], predict the reactants needed to synthesize it. (5) Given the product [Cl:13][C:14]1[C:19]([S:20]([N:23]([CH2:25][CH2:26][N:27]([CH2:28][CH3:29])[CH2:30][CH3:31])[CH3:24])(=[O:21])=[O:22])=[C:18]([OH:32])[C:17]([NH:33][C:34]2[C:37](=[O:38])[C:36](=[O:39])[C:35]=2[NH:44][C:43]2[CH:45]=[CH:46][CH:47]=[CH:48][C:42]=2[Cl:41])=[CH:16][CH:15]=1, predict the reactants needed to synthesize it. The reactants are: C1(C2C=CC=CC=2)C=CC=CC=1.[Cl:13][C:14]1[C:19]([S:20]([N:23]([CH2:25][CH2:26][N:27]([CH2:30][CH3:31])[CH2:28][CH3:29])[CH3:24])(=[O:22])=[O:21])=[C:18]([OH:32])[C:17]([NH:33][C:34]2[C:37](=[O:38])[C:36](=[O:39])[C:35]=2Cl)=[CH:16][CH:15]=1.[Cl:41][C:42]1[CH:48]=[CH:47][CH:46]=[CH:45][C:43]=1[NH2:44]. (6) Given the product [Cl:19][C:15]1[C:14]2[N:13]([N:12]=[C:21]([NH:24][C:1]3[CH:2]=[C:3]([CH3:8])[CH:4]=[C:5]([CH3:7])[CH:6]=3)[N:20]=2)[CH:18]=[CH:17][N:16]=1, predict the reactants needed to synthesize it. The reactants are: [C:1]1(C([O-])=O)[CH:6]=[C:5]([CH3:7])[CH:4]=[C:3]([CH3:8])[CH:2]=1.[NH2:12][N+:13]1[CH:18]=[CH:17][N:16]=[C:15]([Cl:19])[C:14]=1[NH2:20].[CH:21]([N:24](C(C)C)CC)(C)C.CCN=C=NCCCN(C)C.